From a dataset of Forward reaction prediction with 1.9M reactions from USPTO patents (1976-2016). Predict the product of the given reaction. Given the reactants [O:1]1[C:5]2[CH:6]=[CH:7][C:8]([CH2:10][CH2:11][NH:12][C:13]([C:15]3[CH:37]=[CH:36][C:18]([O:19][C:20]4[CH:29]=[C:28]5[C:23]([CH:24]([C:30]([O:32]CC)=[O:31])[CH2:25][CH2:26][O:27]5)=[CH:22][C:21]=4[Cl:35])=[CH:17][CH:16]=3)=[O:14])=[CH:9][C:4]=2[O:3][CH2:2]1.[OH-].[Na+].Cl.O1CC[CH2:43][CH:42]1CCO, predict the reaction product. The product is: [CH2:42]([CH:26]1[CH2:25][CH:24]([C:30]([OH:32])=[O:31])[C:23]2[C:28](=[CH:29][C:20]([O:19][C:18]3[CH:36]=[CH:37][C:15]([C:13](=[O:14])[NH:12][CH2:11][CH2:10][C:8]4[CH:7]=[CH:6][C:5]5[O:1][CH2:2][O:3][C:4]=5[CH:9]=4)=[CH:16][CH:17]=3)=[C:21]([Cl:35])[CH:22]=2)[O:27]1)[CH3:43].